Dataset: Forward reaction prediction with 1.9M reactions from USPTO patents (1976-2016). Task: Predict the product of the given reaction. (1) Given the reactants Cl[C:2]1[C:11]([CH3:12])=[C:10]([Cl:13])[C:9]2[C:4](=[CH:5][C:6]([F:15])=[CH:7][C:8]=2[F:14])[N:3]=1.[F:16][C:17]([F:32])([F:31])[C:18]1[CH:23]=[C:22]([C:24]([F:27])([F:26])[F:25])[CH:21]=[CH:20][C:19]=1B(O)O.C(=O)([O-])[O-].[K+].[K+], predict the reaction product. The product is: [F:16][C:17]([F:31])([F:32])[C:18]1[CH:23]=[C:22]([C:24]([F:25])([F:26])[F:27])[CH:21]=[CH:20][C:19]=1[C:2]1[C:11]([CH3:12])=[C:10]([Cl:13])[C:9]2[C:4](=[CH:5][C:6]([F:15])=[CH:7][C:8]=2[F:14])[N:3]=1. (2) Given the reactants C(O)(C(F)(F)F)=O.[Br:8][C:9]1[CH:27]=[C:26](/[CH:28]=[CH:29]/[CH:30]([C:35]2[CH:40]=[C:39]([Cl:41])[C:38]([Cl:42])=[C:37]([Cl:43])[CH:36]=2)[C:31]([F:34])([F:33])[F:32])[CH:25]=[CH:24][C:10]=1[C:11]([NH:13][CH2:14][CH2:15][NH:16]C(=O)OC(C)(C)C)=[O:12], predict the reaction product. The product is: [NH2:16][CH2:15][CH2:14][NH:13][C:11](=[O:12])[C:10]1[CH:24]=[CH:25][C:26](/[CH:28]=[CH:29]/[CH:30]([C:35]2[CH:40]=[C:39]([Cl:41])[C:38]([Cl:42])=[C:37]([Cl:43])[CH:36]=2)[C:31]([F:34])([F:32])[F:33])=[CH:27][C:9]=1[Br:8]. (3) The product is: [CH2:1]([NH:8][C:9]1[C:18]2[C:17]([O:19][CH3:20])=[N:16][CH:15]=[N:14][C:13]=2[N:12]([OH:21])[C:11](=[O:29])[CH:10]=1)[C:2]1[CH:3]=[CH:4][CH:5]=[CH:6][CH:7]=1. Given the reactants [CH2:1]([NH:8][C:9]1[C:18]2[C:17]([O:19][CH3:20])=[N:16][CH:15]=[N:14][C:13]=2[N:12]([O:21]CC2C=CC=CC=2)[C:11](=[O:29])[CH:10]=1)[C:2]1[CH:7]=[CH:6][CH:5]=[CH:4][CH:3]=1.CO.[H][H], predict the reaction product. (4) Given the reactants Cl[CH2:2][C:3]1[O:7][C:6]([C:8]2[CH:13]=[CH:12][C:11]([C:14]3[C:19]([CH3:20])=[CH:18][CH:17]=[C:16]([C:21]([NH:23][CH:24]4[CH2:26][CH2:25]4)=[O:22])[CH:15]=3)=[CH:10][CH:9]=2)=[N:5][N:4]=1.[I-].[K+].[CH:29]1([CH2:32][NH2:33])[CH2:31][CH2:30]1, predict the reaction product. The product is: [CH:24]1([NH:23][C:21]([C:16]2[CH:15]=[C:14]([C:11]3[CH:12]=[CH:13][C:8]([C:6]4[O:7][C:3]([CH2:2][NH:33][CH2:32][CH:29]5[CH2:31][CH2:30]5)=[N:4][N:5]=4)=[CH:9][CH:10]=3)[C:19]([CH3:20])=[CH:18][CH:17]=2)=[O:22])[CH2:26][CH2:25]1. (5) Given the reactants [CH3:1][C:2]1([CH3:12])[C:10]2[C:5](=[CH:6][CH:7]=[CH:8][CH:9]=2)[CH2:4][C:3]1=O.Cl.[NH2:14][OH:15].C1(C)C=CC=CC=1.C(Cl)(Cl)Cl, predict the reaction product. The product is: [CH3:1][C:2]1([CH3:12])[C:10]2[C:5](=[CH:6][CH:7]=[CH:8][CH:9]=2)[CH2:4][C:3]1=[N:14][OH:15]. (6) The product is: [F:3][C:4]1[C:9]([C:10]2[CH:11]=[C:12]3[C:23]4([CH2:27][O:26][C:25]([NH2:28])=[N:24]4)[C:22]4[CH:21]=[C:20]([N:29]([CH3:31])[CH3:30])[N:19]=[CH:18][C:17]=4[O:16][C:13]3=[CH:14][CH:15]=2)=[N:32][CH:33]=[CH:34][CH:35]=1. Given the reactants II.[F:3][C:4]1[C:9]([C:10]2[CH:11]=[C:12]3[C:23]4([CH2:27][O:26][C:25]([NH2:28])=[N:24]4)[C:22]4[CH:21]=[C:20]([N:29]([CH3:31])[CH3:30])[N:19]=[CH:18][C:17]=4[O:16][C:13]3=[CH:14][CH:15]=2)=CC=CN=1.[NH3:32].[CH3:33][CH:34](O)[CH3:35], predict the reaction product.